Dataset: Reaction yield outcomes from USPTO patents with 853,638 reactions. Task: Predict the reaction yield, written as a fraction of the theoretical maximum amount of product (1.0 means a 100% yield; for example, 0.34 means a 34% yield). (1) The reactants are [NH2:1][C:2]1[CH:3]=[CH:4][C:5]([F:21])=[C:6]([C@:8]2([CH2:19][F:20])[CH2:13][C@@H:12]([C:14]([F:17])([F:16])[F:15])[O:11][C:10]([NH2:18])=[N:9]2)[CH:7]=1.[Cl:22][C:23]1[CH:24]=[N:25][C:26]2[C:31]([CH:32]=1)=[CH:30][CH:29]=[N:28][C:27]=2Cl.CC(O)C.S(=O)(=O)(O)O. The catalyst is O.CCOC(C)=O. The product is [Cl:22][C:23]1[CH:24]=[N:25][C:26]2[C:31]([CH:32]=1)=[CH:30][CH:29]=[N:28][C:27]=2[NH:1][C:2]1[CH:3]=[CH:4][C:5]([F:21])=[C:6]([C@:8]2([CH2:19][F:20])[CH2:13][C@@H:12]([C:14]([F:17])([F:15])[F:16])[O:11][C:10]([NH2:18])=[N:9]2)[CH:7]=1. The yield is 0.248. (2) The reactants are [Br:1][C:2]1[CH:11]=[C:10]2[C:5]([C:6](=[O:22])[NH:7][N:8]=[C:9]2[CH2:12][C:13]2[CH:14]=[CH:15][C:16]([F:21])=C([CH:20]=2)C#N)=[CH:4][CH:3]=1.[OH-:23].[K+].[CH2:25]([OH:27])[CH3:26]. The catalyst is O. The product is [Br:1][C:2]1[CH:11]=[C:10]2[C:5]([C:6](=[O:22])[NH:7][N:8]=[C:9]2[CH2:12][C:13]2[CH:14]=[CH:15][C:16]([F:21])=[C:26]([CH:20]=2)[C:25]([OH:23])=[O:27])=[CH:4][CH:3]=1. The yield is 0.790.